Predict the reactants needed to synthesize the given product. From a dataset of Full USPTO retrosynthesis dataset with 1.9M reactions from patents (1976-2016). Given the product [CH3:15][O:5][C:4](=[O:6])[C:3]1[CH:7]=[C:8]([CH3:14])[CH:9]=[C:10]([N+:11]([O-:13])=[O:12])[C:2]=1[NH2:1], predict the reactants needed to synthesize it. The reactants are: [NH2:1][C:2]1[C:10]([N+:11]([O-:13])=[O:12])=[CH:9][C:8]([CH3:14])=[CH:7][C:3]=1[C:4]([OH:6])=[O:5].[CH3:15]COCC.